Dataset: Forward reaction prediction with 1.9M reactions from USPTO patents (1976-2016). Task: Predict the product of the given reaction. The product is: [CH3:1][O:2][C:3]1[CH:4]=[CH:5][C:6]([C:9]([C:10]2[C:11](=[O:12])[O:13][C:14]3[C:21]([CH:22]=2)=[CH:20][CH:19]=[CH:18][CH:15]=3)=[O:16])=[CH:7][CH:8]=1. Given the reactants [CH3:1][O:2][C:3]1[CH:8]=[CH:7][C:6]([C:9](=[O:16])[CH2:10][C:11]([O:13][CH2:14][CH3:15])=[O:12])=[CH:5][CH:4]=1.N1[CH2:22][CH2:21][CH2:20][CH2:19][CH2:18]1.OC1C=CC=CC=1C=O, predict the reaction product.